Dataset: Peptide-MHC class I binding affinity with 185,985 pairs from IEDB/IMGT. Task: Regression. Given a peptide amino acid sequence and an MHC pseudo amino acid sequence, predict their binding affinity value. This is MHC class I binding data. (1) The peptide sequence is KYLPLDKGI. The MHC is Patr-A0901 with pseudo-sequence Patr-A0901. The binding affinity (normalized) is 0.565. (2) The peptide sequence is NIREGTHVL. The MHC is HLA-A02:03 with pseudo-sequence HLA-A02:03. The binding affinity (normalized) is 0.523. (3) The peptide sequence is KMFNRASYF. The MHC is BoLA-JSP.1 with pseudo-sequence BoLA-JSP.1. The binding affinity (normalized) is 0.0641. (4) The peptide sequence is GLLIVKTVL. The MHC is HLA-A68:02 with pseudo-sequence HLA-A68:02. The binding affinity (normalized) is 0.0498. (5) The peptide sequence is YYQLCQHLK. The MHC is HLA-A24:03 with pseudo-sequence HLA-A24:03. The binding affinity (normalized) is 0.351.